This data is from Full USPTO retrosynthesis dataset with 1.9M reactions from patents (1976-2016). The task is: Predict the reactants needed to synthesize the given product. Given the product [F:25][CH:2]([F:1])[N:3]1[C:7]2[CH:8]3[CH2:19][CH:10]([C:11]4[CH:16]=[C:15]([F:17])[C:14]([I:18])=[CH:13][C:12]=4[C:6]=2[N:5]=[C:4]1[C:20]([NH2:26])=[O:22])[CH2:9]3, predict the reactants needed to synthesize it. The reactants are: [F:1][CH:2]([F:25])[N:3]1[C:7]2[CH:8]3[CH2:19][CH:10]([C:11]4[CH:16]=[C:15]([F:17])[C:14]([I:18])=[CH:13][C:12]=4[C:6]=2[N:5]=[C:4]1[C:20]([O:22]CC)=O)[CH2:9]3.[NH3:26].